From a dataset of Full USPTO retrosynthesis dataset with 1.9M reactions from patents (1976-2016). Predict the reactants needed to synthesize the given product. (1) Given the product [NH2:1][CH2:2][CH2:3][CH2:4][S:5]([CH2:6][CH3:7])(=[O:8])=[O:14], predict the reactants needed to synthesize it. The reactants are: [NH2:1][CH2:2][CH2:3][CH2:4][S:5][CH2:6][CH3:7].[OH:8]OS([O-])=O.[K+].[OH2:14]. (2) The reactants are: CCN(C(C)C)C(C)C.[CH3:10][O:11][C:12](=[O:35])[CH2:13][N:14]1[CH:18]=[C:17]([C:19]#[N:20])[C:16]([C:21]2[CH:26]=[C:25]([C:27]([F:30])([F:29])[F:28])[CH:24]=[C:23]([S:31](Cl)(=[O:33])=[O:32])[CH:22]=2)=[CH:15]1.[CH2:36]([CH:43]1[CH2:48][CH2:47][NH:46][CH2:45][CH2:44]1)[C:37]1[CH:42]=[CH:41][CH:40]=[CH:39][CH:38]=1. Given the product [CH3:10][O:11][C:12](=[O:35])[CH2:13][N:14]1[CH:18]=[C:17]([C:19]#[N:20])[C:16]([C:21]2[CH:26]=[C:25]([C:27]([F:30])([F:29])[F:28])[CH:24]=[C:23]([S:31]([N:46]3[CH2:47][CH2:48][CH:43]([CH2:36][C:37]4[CH:42]=[CH:41][CH:40]=[CH:39][CH:38]=4)[CH2:44][CH2:45]3)(=[O:33])=[O:32])[CH:22]=2)=[CH:15]1, predict the reactants needed to synthesize it.